This data is from NCI-60 drug combinations with 297,098 pairs across 59 cell lines. The task is: Regression. Given two drug SMILES strings and cell line genomic features, predict the synergy score measuring deviation from expected non-interaction effect. (1) Drug 1: COC1=C2C(=CC3=C1OC=C3)C=CC(=O)O2. Drug 2: CC1CCCC2(C(O2)CC(NC(=O)CC(C(C(=O)C(C1O)C)(C)C)O)C(=CC3=CSC(=N3)C)C)C. Cell line: NCI-H322M. Synergy scores: CSS=44.6, Synergy_ZIP=0.0761, Synergy_Bliss=1.25, Synergy_Loewe=-1.95, Synergy_HSA=4.20. (2) Drug 1: CC1=CC=C(C=C1)C2=CC(=NN2C3=CC=C(C=C3)S(=O)(=O)N)C(F)(F)F. Drug 2: CC1CCC2CC(C(=CC=CC=CC(CC(C(=O)C(C(C(=CC(C(=O)CC(OC(=O)C3CCCCN3C(=O)C(=O)C1(O2)O)C(C)CC4CCC(C(C4)OC)OCCO)C)C)O)OC)C)C)C)OC. Cell line: MALME-3M. Synergy scores: CSS=16.2, Synergy_ZIP=-0.0553, Synergy_Bliss=2.94, Synergy_Loewe=-17.7, Synergy_HSA=-3.36.